From a dataset of Forward reaction prediction with 1.9M reactions from USPTO patents (1976-2016). Predict the product of the given reaction. (1) The product is: [O:18]1[CH2:19][CH2:20][N:15]([C:12]2[CH:13]=[CH:14][C:9]([C:8]([NH:7][C:6]3[CH:22]=[CH:23][C:24]4[NH:25][C:47]([C:46]5[CH:49]=[CH:50][C:43]([C:41](=[O:42])[NH:40][C:37]6[CH:38]=[CH:39][C:34]([N:28]7[CH2:29][CH2:30][O:31][CH2:32][CH2:33]7)=[CH:35][CH:36]=6)=[CH:44][CH:45]=5)=[N:1][C:4]=4[CH:5]=3)=[O:21])=[CH:10][CH:11]=2)[CH2:16][CH2:17]1. Given the reactants [N+:1]([C:4]1[CH:5]=[C:6]([CH:22]=[CH:23][C:24]=1[N+:25]([O-])=O)[NH:7][C:8](=[O:21])[C:9]1[CH:14]=[CH:13][C:12]([N:15]2[CH2:20][CH2:19][O:18][CH2:17][CH2:16]2)=[CH:11][CH:10]=1)([O-])=O.[N:28]1([C:34]2[CH:39]=[CH:38][C:37]([NH:40][C:41]([C:43]3[CH:50]=[CH:49][C:46]([CH:47]=O)=[CH:45][CH:44]=3)=[O:42])=[CH:36][CH:35]=2)[CH2:33][CH2:32][O:31][CH2:30][CH2:29]1, predict the reaction product. (2) Given the reactants [CH2:1]([O:5][C:6]1[C:7]2[C:14](/C=C/C(N)=O)=[CH:13][NH:12][C:8]=2[N:9]=[CH:10][N:11]=1)[CH:2]([CH3:4])[CH3:3].C(N)(=O)C=C.[C:25]([O:29][CH3:30])(=[O:28])[CH:26]=[CH2:27], predict the reaction product. The product is: [CH2:1]([O:5][C:6]1[C:7]2[C:14](/[CH:27]=[CH:26]/[C:25]([O:29][CH3:30])=[O:28])=[CH:13][NH:12][C:8]=2[N:9]=[CH:10][N:11]=1)[CH:2]([CH3:4])[CH3:3].